This data is from Forward reaction prediction with 1.9M reactions from USPTO patents (1976-2016). The task is: Predict the product of the given reaction. (1) The product is: [C:35]([O:39][C:40]([NH:42][C:43](=[CH:19][CH2:18][O:17][C@@H:8]([C@@H:7]([CH2:6][C:5]1[CH:33]=[CH:34][C:2]([F:1])=[CH:3][CH:4]=1)[C@@H:21]([O:23][CH2:24][C:25]1[CH:30]=[CH:29][C:28]([O:31][CH3:32])=[CH:27][CH:26]=1)[CH3:22])[CH2:9][CH2:10][C:11]1[CH:12]=[CH:13][CH:14]=[CH:15][CH:16]=1)[C:44]([O:46][CH3:47])=[O:45])=[O:41])([CH3:38])([CH3:37])[CH3:36]. Given the reactants [F:1][C:2]1[CH:34]=[CH:33][C:5]([CH2:6][C@@H:7]([C@@H:21]([O:23][CH2:24][C:25]2[CH:30]=[CH:29][C:28]([O:31][CH3:32])=[CH:27][CH:26]=2)[CH3:22])[C@H:8]([O:17][CH2:18][CH:19]=O)[CH2:9][CH2:10][C:11]2[CH:16]=[CH:15][CH:14]=[CH:13][CH:12]=2)=[CH:4][CH:3]=1.[C:35]([O:39][C:40]([NH:42][CH:43](P(OC)(OC)=O)[C:44]([O:46][CH3:47])=[O:45])=[O:41])([CH3:38])([CH3:37])[CH3:36].C1CCN2C(=NCCC2)CC1, predict the reaction product. (2) The product is: [F:1][C:2]1[CH:7]=[C:6]([O:38][CH2:37][CH2:36][N:34]2[CH2:35][CH:32]([CH2:31][F:30])[CH2:33]2)[CH:5]=[C:4]([F:9])[C:3]=1[C@@H:10]1[C:15]2[NH:16][C:17]3[C:22]([C:14]=2[CH2:13][C@@H:12]([CH3:23])[N:11]1[CH2:24][C:25]([F:29])([F:28])[CH2:26][OH:27])=[CH:21][CH:20]=[CH:19][CH:18]=3. Given the reactants [F:1][C:2]1[CH:7]=[C:6](I)[CH:5]=[C:4]([F:9])[C:3]=1[C@@H:10]1[C:15]2[NH:16][C:17]3[C:22]([C:14]=2[CH2:13][C@@H:12]([CH3:23])[N:11]1[CH2:24][C:25]([F:29])([F:28])[CH2:26][OH:27])=[CH:21][CH:20]=[CH:19][CH:18]=3.[F:30][CH2:31][CH:32]1[CH2:35][N:34]([CH2:36][CH2:37][OH:38])[CH2:33]1.C([O-])([O-])=O.[K+].[K+], predict the reaction product. (3) Given the reactants C(OC([N:6]1[CH2:22][CH2:21][C:10]2[C:11]3[CH:12]([CH:18]4[CH2:20][CH2:19]4)[CH2:13][CH2:14][C:15]=3[CH:16]=[CH:17][C:9]=2[CH2:8][CH2:7]1)=O)C.[Si](I)(C)(C)C, predict the reaction product. The product is: [CH:18]1([CH:12]2[C:11]3[C:10]4[CH2:21][CH2:22][NH:6][CH2:7][CH2:8][C:9]=4[CH:17]=[CH:16][C:15]=3[CH2:14][CH2:13]2)[CH2:19][CH2:20]1. (4) The product is: [F:17][C:14]1[CH:15]=[CH:16][C:11]([C:9](=[O:10])[C:8]([C:6]2[CH:5]=[CH:4][N:3]=[C:2]([O:10][CH:9]([CH3:11])[CH3:8])[CH:7]=2)=[N:18][OH:19])=[CH:12][CH:13]=1. Given the reactants F[C:2]1[CH:7]=[C:6]([C:8](=[N:18][OH:19])[C:9]([C:11]2[CH:16]=[CH:15][C:14]([F:17])=[CH:13][CH:12]=2)=[O:10])[CH:5]=[CH:4][N:3]=1, predict the reaction product. (5) Given the reactants COC(=O)[CH:4]([C:9]1[C:14]([N+:15]([O-:17])=[O:16])=[CH:13][CH:12]=[CH:11][N:10]=1)C(OC)=O, predict the reaction product. The product is: [CH3:4][C:9]1[C:14]([N+:15]([O-:17])=[O:16])=[CH:13][CH:12]=[CH:11][N:10]=1. (6) Given the reactants [Cl:1][C:2]1[C:11]([C:12]2[C:17]([F:18])=[CH:16][C:15]([F:19])=[CH:14][C:13]=2[F:20])=[C:10](Cl)[C:9]2[C:4](=[CH:5][CH:6]=[CH:7][N:8]=2)[N:3]=1, predict the reaction product. The product is: [Cl:1][C:2]1[C:11]([C:12]2[C:17]([F:18])=[CH:16][C:15]([F:19])=[CH:14][C:13]=2[F:20])=[C:10]([NH:3][CH:4]([CH3:9])[CH3:5])[C:9]2[C:4](=[CH:5][CH:6]=[CH:7][N:8]=2)[N:3]=1. (7) The product is: [Cl:1][C:2]1[N:7]=[C:6]([C:8]2[S:12][C:11]([CH:13]([CH3:15])[CH3:14])=[N:10][C:9]=2[C:16]2[C:17]([O:23][CH3:24])=[C:18]([NH:19][S:39]([C:33]3[C:34]([F:38])=[CH:35][CH:36]=[CH:37][C:32]=3[F:31])(=[O:41])=[O:40])[CH:20]=[CH:21][CH:22]=2)[CH:5]=[CH:4][N:3]=1. Given the reactants [Cl:1][C:2]1[N:7]=[C:6]([C:8]2[S:12][C:11]([CH:13]([CH3:15])[CH3:14])=[N:10][C:9]=2[C:16]2[C:17]([O:23][CH3:24])=[C:18]([CH:20]=[CH:21][CH:22]=2)[NH2:19])[CH:5]=[CH:4][N:3]=1.N1C=CC=CC=1.[F:31][C:32]1[CH:37]=[CH:36][CH:35]=[C:34]([F:38])[C:33]=1[S:39](Cl)(=[O:41])=[O:40], predict the reaction product. (8) Given the reactants Br[CH:2]1[NH:7][CH2:6][CH2:5][N:4]([C:8]2[CH:13]=[CH:12][C:11]([CH3:14])=[CH:10][CH:9]=2)[CH2:3]1.[CH3:15][C:16]([CH3:20])([CH3:19])[CH:17]=[O:18].[CH2:21]([N:23]1[CH2:28][CH2:27][NH:26][CH2:25][CH2:24]1)[CH3:22], predict the reaction product. The product is: [CH3:15][C:16]([CH3:20])([C:17]([N:7]1[CH2:6][CH2:5][N:4]([C:8]2[CH:13]=[CH:12][C:11]([CH3:14])=[CH:10][CH:9]=2)[CH2:3][CH2:2]1)=[O:18])[CH2:19][N:26]1[CH2:27][CH2:28][N:23]([CH2:21][CH3:22])[CH2:24][CH2:25]1. (9) The product is: [Cl:10][C:11]1[N+:12]([O-:19])=[CH:13][C:14]([CH2:17][N:29]2[CH2:30][CH2:31][N:26]([C:20]3[CH:25]=[CH:24][CH:23]=[CH:22][CH:21]=3)[CH2:27][CH2:28]2)=[CH:15][CH:16]=1. Given the reactants C(N(C(C)C)CC)(C)C.[Cl:10][C:11]1[CH:16]=[CH:15][C:14]([CH2:17]Cl)=[CH:13][N+:12]=1[O-:19].[C:20]1([N:26]2[CH2:31][CH2:30][NH:29][CH2:28][CH2:27]2)[CH:25]=[CH:24][CH:23]=[CH:22][CH:21]=1.[I-].[K+].[N-]=C=O.C1(S)C=CC=CC=1.C(=O)([O-])[O-], predict the reaction product.